This data is from Forward reaction prediction with 1.9M reactions from USPTO patents (1976-2016). The task is: Predict the product of the given reaction. (1) Given the reactants [CH3:1][O:2][C:3]1[CH:12]=[CH:11][C:10]2[C:5](=[CH:6][CH:7]=[C:8]([CH:13]([CH3:17])[CH2:14][CH2:15][CH3:16])[CH:9]=2)[CH:4]=1.C([Li])CCC.[CH3:23][S:24]SC, predict the reaction product. The product is: [CH3:1][O:2][C:3]1[C:12]([S:24][CH3:23])=[CH:11][C:10]2[C:5](=[CH:6][CH:7]=[C:8]([CH:13]([CH3:17])[CH2:14][CH2:15][CH3:16])[CH:9]=2)[CH:4]=1. (2) The product is: [Cl:1][C:2]1[C:3]2[C:10]([C:21]#[C:20][C:22]3[CH:27]=[CH:26][CH:25]=[CH:24][CH:23]=3)=[CH:9][N:8]([CH2:12][O:13][CH2:14][CH2:15][Si:16]([CH3:19])([CH3:18])[CH3:17])[C:4]=2[N:5]=[CH:6][N:7]=1. Given the reactants [Cl:1][C:2]1[C:3]2[C:10](I)=[CH:9][N:8]([CH2:12][O:13][CH2:14][CH2:15][Si:16]([CH3:19])([CH3:18])[CH3:17])[C:4]=2[N:5]=[CH:6][N:7]=1.[C:20]([C:22]1[CH:27]=[CH:26][CH:25]=[CH:24][CH:23]=1)#[CH:21].C(=O)(O)[O-].[Na+], predict the reaction product.